Dataset: Forward reaction prediction with 1.9M reactions from USPTO patents (1976-2016). Task: Predict the product of the given reaction. Given the reactants Cl[C:2]1[CH:7]=[C:6]([O:8][C:9]2[CH:10]=[CH:11][C:12]([NH:15][C:16]([N:18]3[CH2:22][CH2:21][N:20]([CH:23]4[CH2:28][CH2:27][O:26][CH2:25][CH2:24]4)[C:19]3=[O:29])=[O:17])=[N:13][CH:14]=2)[CH:5]=[CH:4][N:3]=1.CC1(C)C(C)(C)OB([C:38]2[CH:39]=[N:40][NH:41][CH:42]=2)O1.C([O-])([O-])=O.[K+].[K+], predict the reaction product. The product is: [NH:40]1[CH:39]=[C:38]([C:2]2[CH:7]=[C:6]([O:8][C:9]3[CH:10]=[CH:11][C:12]([NH:15][C:16]([N:18]4[CH2:22][CH2:21][N:20]([CH:23]5[CH2:28][CH2:27][O:26][CH2:25][CH2:24]5)[C:19]4=[O:29])=[O:17])=[N:13][CH:14]=3)[CH:5]=[CH:4][N:3]=2)[CH:42]=[N:41]1.